Predict the reaction yield, written as a fraction of the theoretical maximum amount of product (1.0 means a 100% yield; for example, 0.34 means a 34% yield). From a dataset of Reaction yield outcomes from USPTO patents with 853,638 reactions. (1) The reactants are [Cl:1][C:2]1[CH:7]=[CH:6][C:5]([CH:8]2[CH:12]([C:13]3[CH:18]=[CH:17][C:16]([Cl:19])=[CH:15][CH:14]=3)[NH:11][C:10]([C:20]3[CH:25]=[CH:24][C:23]([C:26]([CH3:35])([CH3:34])[C:27]([N:29]([CH2:32][CH3:33])[CH2:30][CH3:31])=[O:28])=[CH:22][C:21]=3[O:36][CH2:37][CH3:38])=[N:9]2)=[CH:4][CH:3]=1.[C:39](Cl)([Cl:41])=[O:40]. No catalyst specified. The product is [Cl:1][C:2]1[CH:7]=[CH:6][C:5]([C@H:8]2[C@@H:12]([C:13]3[CH:14]=[CH:15][C:16]([Cl:19])=[CH:17][CH:18]=3)[N:11]([C:39]([Cl:41])=[O:40])[C:10]([C:20]3[CH:25]=[CH:24][C:23]([C:26]([C:27](=[O:28])[N:29]([CH2:32][CH3:33])[CH2:30][CH3:31])([CH3:35])[CH3:34])=[CH:22][C:21]=3[O:36][CH2:37][CH3:38])=[N:9]2)=[CH:4][CH:3]=1. The yield is 0.560. (2) The reactants are [CH:1]1([C:7]2[CH:30]=[CH:29][C:10]([O:11][C:12]3[C:13]4[CH:25]=[C:24]([O:26][CH3:27])[C:23]([CH3:28])=[CH:22][C:14]=4[S:15][C:16]=3[C:17]([NH:19][C:20]#[N:21])=[O:18])=[CH:9][CH:8]=2)[CH2:6][CH2:5][CH2:4][CH2:3][CH2:2]1.[H-].[Na+].[CH3:33]I. The catalyst is CN(C=O)C. The product is [CH:1]1([C:7]2[CH:30]=[CH:29][C:10]([O:11][C:12]3[C:13]4[CH:25]=[C:24]([O:26][CH3:27])[C:23]([CH3:28])=[CH:22][C:14]=4[S:15][C:16]=3[C:17]([N:19]([C:20]#[N:21])[CH3:33])=[O:18])=[CH:9][CH:8]=2)[CH2:6][CH2:5][CH2:4][CH2:3][CH2:2]1. The yield is 0.930. (3) The reactants are [Br:1][C:2]1[CH:7]=[C:6]([N+:8]([O-])=O)[C:5]([CH3:11])=[CH:4][C:3]=1[Cl:12].O.NN. The catalyst is CO. The product is [Br:1][C:2]1[C:3]([Cl:12])=[CH:4][C:5]([CH3:11])=[C:6]([CH:7]=1)[NH2:8]. The yield is 0.950.